This data is from Aqueous solubility values for 9,982 compounds from the AqSolDB database. The task is: Regression/Classification. Given a drug SMILES string, predict its absorption, distribution, metabolism, or excretion properties. Task type varies by dataset: regression for continuous measurements (e.g., permeability, clearance, half-life) or binary classification for categorical outcomes (e.g., BBB penetration, CYP inhibition). For this dataset (solubility_aqsoldb), we predict Y. (1) The compound is CC(C)(C)OC(=O)c1cccc([N+](=O)[O-])c1C(=O)[O-]. The Y is -3.05 log mol/L. (2) The drug is CCC(C)(C)C. The Y is -3.55 log mol/L. (3) The drug is c1ccc2cc3ccccc3cc2c1. The Y is -6.44 log mol/L.